Dataset: Full USPTO retrosynthesis dataset with 1.9M reactions from patents (1976-2016). Task: Predict the reactants needed to synthesize the given product. (1) Given the product [CH2:1]([O:3][C:4]1[CH:12]=[CH:11][C:7]([C:8]2[O:10][N:17]=[C:16]([C:18]3[C:23]([CH3:24])=[CH:22][CH:21]=[CH:20][N:19]=3)[N:15]=2)=[C:6]([OH:13])[CH:5]=1)[CH3:2], predict the reactants needed to synthesize it. The reactants are: [CH2:1]([O:3][C:4]1[CH:5]=[C:6]([OH:13])[C:7](=[CH:11][CH:12]=1)[C:8]([OH:10])=O)[CH3:2].O[NH:15][C:16]([C:18]1[C:23]([CH3:24])=[CH:22][CH:21]=[CH:20][N:19]=1)=[NH:17]. (2) Given the product [Br:1][C:2]1[CH:3]=[CH:4][C:5]([C:8]([OH:12])([CH3:13])[CH:9]([F:11])[F:10])=[CH:6][CH:7]=1, predict the reactants needed to synthesize it. The reactants are: [Br:1][C:2]1[CH:7]=[CH:6][C:5]([C:8](=[O:12])[CH:9]([F:11])[F:10])=[CH:4][CH:3]=1.[CH3:13][Mg]Cl. (3) Given the product [CH2:18]([NH:21][C@H:1]1[C:9]2[C:4](=[CH:5][CH:6]=[CH:7][CH:8]=2)[CH2:3][CH2:2]1)[C:19]#[CH:20], predict the reactants needed to synthesize it. The reactants are: [C@@H:1]1(O)[C:9]2[C:4](=[CH:5][CH:6]=[CH:7][CH:8]=2)[CH2:3][CH2:2]1.C(N(CC)CC)C.[CH2:18]([NH2:21])[C:19]#[CH:20].C(OCC)(=O)C. (4) Given the product [NH2:13][C:14]1[C:19]([C:3]2[CH:4]=[C:5]([Cl:9])[CH:6]=[C:7]([Cl:8])[C:2]=2[Cl:1])=[N:18][CH:17]=[CH:16][N:15]=1, predict the reactants needed to synthesize it. The reactants are: [Cl:1][C:2]1[C:7]([Cl:8])=[CH:6][C:5]([Cl:9])=[CH:4][C:3]=1B(O)O.[NH2:13][C:14]1[C:19](Cl)=[N:18][CH:17]=[CH:16][N:15]=1.C(=O)([O-])[O-].[Na+].[Na+].